Task: Predict the product of the given reaction.. Dataset: Forward reaction prediction with 1.9M reactions from USPTO patents (1976-2016) (1) Given the reactants [OH:1][C@@H:2]1[CH2:5][C@H:4]([C:6]([O:8][CH3:9])=[O:7])[CH2:3]1.N1C=CN=C1.[Si:15](Cl)([C:18]([CH3:21])([CH3:20])[CH3:19])([CH3:17])[CH3:16], predict the reaction product. The product is: [Si:15]([O:1][C@@H:2]1[CH2:5][C@H:4]([C:6]([O:8][CH3:9])=[O:7])[CH2:3]1)([C:18]([CH3:21])([CH3:20])[CH3:19])([CH3:17])[CH3:16]. (2) Given the reactants F[C:2]1[CH:11]=[CH:10][C:9]([N+:12]([O-:14])=[O:13])=[CH:8][C:3]=1[C:4]([O:6][CH3:7])=[O:5].[CH2:15]([NH2:17])[CH3:16].C(=O)([O-])[O-].[K+].[K+], predict the reaction product. The product is: [CH2:15]([NH:17][C:2]1[CH:11]=[CH:10][C:9]([N+:12]([O-:14])=[O:13])=[CH:8][C:3]=1[C:4]([O:6][CH3:7])=[O:5])[CH3:16]. (3) Given the reactants [CH2:1]([C:3]1[N:4]([C:28]2[CH:33]=[CH:32][C:31]([OH:34])=[CH:30][CH:29]=2)[C:5](=[O:27])[C:6]([CH2:12][C:13]2[CH:18]=[CH:17][C:16]([C:19]3[C:20]([C:25]#[N:26])=[CH:21][CH:22]=[CH:23][CH:24]=3)=[CH:15][CH:14]=2)=[C:7]([CH2:9][CH2:10][CH3:11])[N:8]=1)[CH3:2].[F:35][C:36]1([F:43])[CH2:41][CH2:40][CH:39](O)[CH2:38][CH2:37]1.N(C(OC(C)C)=O)=NC(OC(C)C)=O.C1(P(C2C=CC=CC=2)C2C=CC=CC=2)C=CC=CC=1, predict the reaction product. The product is: [F:35][C:36]1([F:43])[CH2:41][CH2:40][CH:39]([O:34][C:31]2[CH:32]=[CH:33][C:28]([N:4]3[C:5](=[O:27])[C:6]([CH2:12][C:13]4[CH:18]=[CH:17][C:16]([C:19]5[C:20]([C:25]#[N:26])=[CH:21][CH:22]=[CH:23][CH:24]=5)=[CH:15][CH:14]=4)=[C:7]([CH2:9][CH2:10][CH3:11])[N:8]=[C:3]3[CH2:1][CH3:2])=[CH:29][CH:30]=2)[CH2:38][CH2:37]1. (4) Given the reactants [CH2:1]([O:8][C:9]([NH:11][C:12]([CH3:17])([CH3:16])[C:13]([OH:15])=O)=[O:10])[C:2]1[CH:7]=[CH:6][CH:5]=[CH:4][CH:3]=1.CN(C(ON1N=NC2C=CC=NC1=2)=[N+](C)C)C.F[P-](F)(F)(F)(F)F.CCN(C(C)C)C(C)C.Br.[O:52]=[C:53]1[C:62]2[CH2:61][CH2:60][NH:59][CH2:58][C:57]=2[NH:56][C:55]2[CH:63]=[CH:64][CH:65]=[C:66]([C:67]([O:69][CH3:70])=[O:68])[C:54]1=2, predict the reaction product. The product is: [CH2:1]([O:8][C:9]([NH:11][C:12]([CH3:17])([CH3:16])[C:13]([N:59]1[CH2:58][C:57]2[NH:56][C:55]3[CH:63]=[CH:64][CH:65]=[C:66]([C:67]([O:69][CH3:70])=[O:68])[C:54]=3[C:53](=[O:52])[C:62]=2[CH2:61][CH2:60]1)=[O:15])=[O:10])[C:2]1[CH:3]=[CH:4][CH:5]=[CH:6][CH:7]=1. (5) Given the reactants [Si:1]([O:8][C@H:9]1[CH2:14][N:13]([C:15]([O:17][C:18]([CH3:21])([CH3:20])[CH3:19])=[O:16])[C@@H:12]([CH:22]=[CH2:23])[CH2:11][CH2:10]1)([C:4]([CH3:7])([CH3:6])[CH3:5])([CH3:3])[CH3:2].B1C2CCCC1CCC2.C1C[O:36]CC1, predict the reaction product. The product is: [Si:1]([O:8][C@H:9]1[CH2:14][N:13]([C:15]([O:17][C:18]([CH3:21])([CH3:20])[CH3:19])=[O:16])[C@@H:12]([CH2:22][CH2:23][OH:36])[CH2:11][CH2:10]1)([C:4]([CH3:7])([CH3:6])[CH3:5])([CH3:2])[CH3:3]. (6) Given the reactants [C:1]([NH:9][C@@H:10]([CH2:13][CH2:14][CH2:15][OH:16])[CH2:11][OH:12])(=[O:8])[C:2]1[CH:7]=[CH:6][CH:5]=[CH:4][CH:3]=1.[N+:17]([C:20]1[CH:27]=[CH:26][C:23]([CH:24]=O)=[CH:22][CH:21]=1)([O-:19])=[O:18].[N+](C1C=CC(S(O)(=O)=O)=CC=1)([O-])=O.S([O-])([O-])(=O)=O.[Na+].[Na+].C(=O)([O-])[O-].[Na+].[Na+], predict the reaction product. The product is: [N+:17]([C:20]1[CH:27]=[CH:26][C:23]([C@H:24]2[O:12][CH2:11][C@@H:10]([NH:9][C:1](=[O:8])[C:2]3[CH:7]=[CH:6][CH:5]=[CH:4][CH:3]=3)[CH2:13][CH2:14][CH2:15][O:16]2)=[CH:22][CH:21]=1)([O-:19])=[O:18]. (7) Given the reactants [Cl:1][C:2]1[N:3]=[CH:4][CH:5]=[C:6]2[C:11]=1[N:10]=[CH:9][C:8]([O:12][CH2:13][CH:14]1CC1)=[CH:7]2.[S:17]1[CH:21]=[CH:20][N:19]=C1CO.ClC1N=CC=C2C=1N=CC(O)=C2, predict the reaction product. The product is: [Cl:1][C:2]1[N:3]=[CH:4][CH:5]=[C:6]2[C:11]=1[N:10]=[CH:9][C:8]([O:12][CH2:13][C:14]1[S:17][CH:21]=[CH:20][N:19]=1)=[CH:7]2.